Dataset: NCI-60 drug combinations with 297,098 pairs across 59 cell lines. Task: Regression. Given two drug SMILES strings and cell line genomic features, predict the synergy score measuring deviation from expected non-interaction effect. (1) Drug 1: C1=CC(=CC=C1CC(C(=O)O)N)N(CCCl)CCCl.Cl. Drug 2: C1=CC=C(C(=C1)C(C2=CC=C(C=C2)Cl)C(Cl)Cl)Cl. Cell line: NCIH23. Synergy scores: CSS=14.0, Synergy_ZIP=2.93, Synergy_Bliss=5.43, Synergy_Loewe=4.28, Synergy_HSA=4.29. (2) Drug 1: C1CCC(CC1)NC(=O)N(CCCl)N=O. Drug 2: C1=CC(=CC=C1CC(C(=O)O)N)N(CCCl)CCCl.Cl. Cell line: MOLT-4. Synergy scores: CSS=72.1, Synergy_ZIP=5.54, Synergy_Bliss=6.69, Synergy_Loewe=-1.41, Synergy_HSA=6.53. (3) Drug 1: CC=C1C(=O)NC(C(=O)OC2CC(=O)NC(C(=O)NC(CSSCCC=C2)C(=O)N1)C(C)C)C(C)C. Drug 2: CN1C2=C(C=C(C=C2)N(CCCl)CCCl)N=C1CCCC(=O)O.Cl. Cell line: NCI/ADR-RES. Synergy scores: CSS=2.50, Synergy_ZIP=-1.74, Synergy_Bliss=-2.22, Synergy_Loewe=-0.587, Synergy_HSA=-1.09. (4) Drug 1: C1=NC2=C(N=C(N=C2N1C3C(C(C(O3)CO)O)F)Cl)N. Drug 2: C(CN)CNCCSP(=O)(O)O. Cell line: SW-620. Synergy scores: CSS=-2.98, Synergy_ZIP=8.34, Synergy_Bliss=8.08, Synergy_Loewe=7.08, Synergy_HSA=2.47. (5) Drug 1: CNC(=O)C1=CC=CC=C1SC2=CC3=C(C=C2)C(=NN3)C=CC4=CC=CC=N4. Drug 2: C1=CC=C(C(=C1)C(C2=CC=C(C=C2)Cl)C(Cl)Cl)Cl. Cell line: SW-620. Synergy scores: CSS=12.5, Synergy_ZIP=0.787, Synergy_Bliss=5.60, Synergy_Loewe=0.793, Synergy_HSA=3.59. (6) Cell line: IGROV1. Drug 1: C1=NC2=C(N=C(N=C2N1C3C(C(C(O3)CO)O)F)Cl)N. Synergy scores: CSS=45.5, Synergy_ZIP=-4.50, Synergy_Bliss=-9.48, Synergy_Loewe=-13.0, Synergy_HSA=-9.78. Drug 2: B(C(CC(C)C)NC(=O)C(CC1=CC=CC=C1)NC(=O)C2=NC=CN=C2)(O)O. (7) Drug 1: CC1=C(C(CCC1)(C)C)C=CC(=CC=CC(=CC(=O)O)C)C. Drug 2: CC12CCC3C(C1CCC2OP(=O)(O)O)CCC4=C3C=CC(=C4)OC(=O)N(CCCl)CCCl.[Na+]. Cell line: HCT-15. Synergy scores: CSS=34.6, Synergy_ZIP=1.44, Synergy_Bliss=3.36, Synergy_Loewe=-3.34, Synergy_HSA=-4.20. (8) Drug 1: C1CCC(CC1)NC(=O)N(CCCl)N=O. Drug 2: CC1=CC2C(CCC3(C2CCC3(C(=O)C)OC(=O)C)C)C4(C1=CC(=O)CC4)C. Cell line: U251. Synergy scores: CSS=27.9, Synergy_ZIP=-8.72, Synergy_Bliss=-3.56, Synergy_Loewe=-7.96, Synergy_HSA=-2.79. (9) Drug 1: CN(C)C1=NC(=NC(=N1)N(C)C)N(C)C. Drug 2: CC1=C2C(C(=O)C3(C(CC4C(C3C(C(C2(C)C)(CC1OC(=O)C(C(C5=CC=CC=C5)NC(=O)C6=CC=CC=C6)O)O)OC(=O)C7=CC=CC=C7)(CO4)OC(=O)C)O)C)OC(=O)C. Cell line: OVCAR3. Synergy scores: CSS=15.5, Synergy_ZIP=0.334, Synergy_Bliss=0.128, Synergy_Loewe=-53.7, Synergy_HSA=-1.56. (10) Drug 1: CN(C)C1=NC(=NC(=N1)N(C)C)N(C)C. Drug 2: C1CN1P(=S)(N2CC2)N3CC3. Cell line: OVCAR3. Synergy scores: CSS=0.586, Synergy_ZIP=-0.0513, Synergy_Bliss=5.10, Synergy_Loewe=-0.517, Synergy_HSA=2.49.